Dataset: NCI-60 drug combinations with 297,098 pairs across 59 cell lines. Task: Regression. Given two drug SMILES strings and cell line genomic features, predict the synergy score measuring deviation from expected non-interaction effect. (1) Drug 1: CNC(=O)C1=CC=CC=C1SC2=CC3=C(C=C2)C(=NN3)C=CC4=CC=CC=N4. Drug 2: C1C(C(OC1N2C=NC(=NC2=O)N)CO)O. Cell line: SK-MEL-28. Synergy scores: CSS=-5.11, Synergy_ZIP=0.781, Synergy_Bliss=-2.05, Synergy_Loewe=-8.39, Synergy_HSA=-6.68. (2) Cell line: M14. Synergy scores: CSS=-0.0865, Synergy_ZIP=2.21, Synergy_Bliss=3.71, Synergy_Loewe=-1.40, Synergy_HSA=-0.783. Drug 2: C(CN)CNCCSP(=O)(O)O. Drug 1: CN(C)N=NC1=C(NC=N1)C(=O)N. (3) Drug 1: CC1=CC=C(C=C1)C2=CC(=NN2C3=CC=C(C=C3)S(=O)(=O)N)C(F)(F)F. Drug 2: C1CCC(C(C1)N)N.C(=O)(C(=O)[O-])[O-].[Pt+4]. Cell line: BT-549. Synergy scores: CSS=9.32, Synergy_ZIP=-4.96, Synergy_Bliss=-3.43, Synergy_Loewe=-9.98, Synergy_HSA=-3.66.